Dataset: Reaction yield outcomes from USPTO patents with 853,638 reactions. Task: Predict the reaction yield, written as a fraction of the theoretical maximum amount of product (1.0 means a 100% yield; for example, 0.34 means a 34% yield). (1) The product is [Cl:23][C:20]1[CH:19]=[CH:18][C:17]([NH:16][C:11]2([C:14]#[N:15])[CH2:12][CH2:13][NH:8][CH2:9][CH2:10]2)=[CH:22][CH:21]=1. The catalyst is ClC(Cl)C. The yield is 0.710. The reactants are C([N:8]1[CH2:13][CH2:12][C:11]([NH:16][C:17]2[CH:22]=[CH:21][C:20]([Cl:23])=[CH:19][CH:18]=2)([C:14]#[N:15])[CH2:10][CH2:9]1)C1C=CC=CC=1.ClC(OC(Cl)C)=O.ClC([O-])=O. (2) The reactants are [OH:1][N:2]=[C:3]([Cl:14])[C@H:4]1[CH2:8][O:7][C:6]2([CH2:13][CH2:12][CH2:11][CH2:10][CH2:9]2)[O:5]1.[CH3:15][S:16](Cl)(=[O:18])=[O:17].C(N(C(C)C)C(C)C)C. The catalyst is C1COCC1. The product is [CH3:15][S:16]([O:1][N:2]=[C:3]([Cl:14])[C@H:4]1[CH2:8][O:7][C:6]2([CH2:13][CH2:12][CH2:11][CH2:10][CH2:9]2)[O:5]1)(=[O:18])=[O:17]. The yield is 0.738. (3) The reactants are [CH2:1]([NH:3][C:4]([CH2:6][CH:7]([NH:9][C:10]([C:12]1[C:20]2[C:15](=[N:16][CH:17]=[C:18]([CH:21]3[CH2:23][CH2:22]3)[N:19]=2)[N:14](COCC[Si](C)(C)C)[CH:13]=1)=[O:11])[CH3:8])=[O:5])[CH3:2].FC(F)(F)C(O)=O. The catalyst is C(Cl)Cl. The product is [CH2:1]([NH:3][C:4]([CH2:6][CH:7]([NH:9][C:10]([C:12]1[C:20]2[C:15](=[N:16][CH:17]=[C:18]([CH:21]3[CH2:22][CH2:23]3)[N:19]=2)[NH:14][CH:13]=1)=[O:11])[CH3:8])=[O:5])[CH3:2]. The yield is 0.160. (4) The reactants are [CH3:1][S:2]([CH2:5][C:6]([CH3:8])=O)(=[O:4])=[O:3].[C:9]1([CH3:17])[CH:14]=[CH:13][C:12]([CH:15]=O)=[CH:11][CH:10]=1.N1CCCCC1.C(O)(=O)C.[NH2:28][C:29]([CH2:33][CH:34]([CH3:36])[CH3:35])=[CH:30][C:31]#[N:32]. The catalyst is C1(C)C=CC=CC=1. The product is [CH2:33]([C:29]1[NH:28][C:6]([CH3:8])=[C:5]([S:2]([CH3:1])(=[O:4])=[O:3])[CH:15]([C:12]2[CH:13]=[CH:14][C:9]([CH3:17])=[CH:10][CH:11]=2)[C:30]=1[C:31]#[N:32])[CH:34]([CH3:36])[CH3:35]. The yield is 0.680. (5) The reactants are [CH3:1][O:2][C:3]1[CH:8]=[CH:7][C:6]([C:9]2[CH:10]=[C:11]([CH:28]3[CH2:33][CH2:32][NH:31][CH2:30][CH2:29]3)[N:12]([CH2:22][CH2:23][CH2:24][CH2:25][CH2:26][CH3:27])[C:13]=2[C:14]2[CH:19]=[CH:18][C:17]([O:20][CH3:21])=[CH:16][CH:15]=2)=[CH:5][CH:4]=1.ClC(Cl)(O[C:38](=[O:44])OC(Cl)(Cl)Cl)Cl.C(N(CC)CC)C.Cl.[CH3:54][NH:55][OH:56].[Cl-].[NH4+]. The catalyst is ClCCl. The product is [CH3:1][O:2][C:3]1[CH:8]=[CH:7][C:6]([C:9]2[CH:10]=[C:11]([CH:28]3[CH2:29][CH2:30][N:31]([C:38](=[O:44])[N:55]([OH:56])[CH3:54])[CH2:32][CH2:33]3)[N:12]([CH2:22][CH2:23][CH2:24][CH2:25][CH2:26][CH3:27])[C:13]=2[C:14]2[CH:19]=[CH:18][C:17]([O:20][CH3:21])=[CH:16][CH:15]=2)=[CH:5][CH:4]=1. The yield is 0.270. (6) The reactants are [Br:1][C:2]1[CH:12]=[CH:11][CH:10]=[C:9]([Br:13])[C:3]=1[O:4][CH2:5][C:6]([NH2:8])=O.B.CSC.[ClH:18]. The catalyst is O1CCCC1. The product is [ClH:18].[Br:1][C:2]1[CH:12]=[CH:11][CH:10]=[C:9]([Br:13])[C:3]=1[O:4][CH2:5][CH2:6][NH2:8]. The yield is 0.733.